This data is from Full USPTO retrosynthesis dataset with 1.9M reactions from patents (1976-2016). The task is: Predict the reactants needed to synthesize the given product. Given the product [CH2:17]([O:19][C:20](=[O:27])[C:21]1([CH2:26][CH2:25][CH2:24][CH2:23]1)[NH:22][C:12]([C:9]1[CH:10]=[C:11]2[C:6]([C:5]([Cl:15])=[CH:4][N:3]=[C:2]2[Cl:1])=[CH:7][CH:8]=1)=[O:13])[CH3:18], predict the reactants needed to synthesize it. The reactants are: [Cl:1][C:2]1[C:11]2[C:6](=[CH:7][CH:8]=[C:9]([C:12](Cl)=[O:13])[CH:10]=2)[C:5]([Cl:15])=[CH:4][N:3]=1.Cl.[CH2:17]([O:19][C:20](=[O:27])[C:21]1([CH2:26][CH2:25][CH2:24][CH2:23]1)[NH2:22])[CH3:18].CCN(CC)CC.